Dataset: Full USPTO retrosynthesis dataset with 1.9M reactions from patents (1976-2016). Task: Predict the reactants needed to synthesize the given product. (1) Given the product [Cl:7][C:8]1[C:9]([F:34])=[C:10]([CH:31]=[CH:32][CH:33]=1)[NH:11][C:12]1[C:21]2[C:16](=[CH:17][C:18]([O:29][CH3:30])=[C:19]([O:22][C@H:23]3[CH2:28][CH2:27][CH2:26][N:25]([S:2]([CH3:1])(=[O:4])=[O:3])[CH2:24]3)[CH:20]=2)[N:15]=[CH:14][N:13]=1, predict the reactants needed to synthesize it. The reactants are: [CH3:1][S:2](Cl)(=[O:4])=[O:3].Cl.[Cl:7][C:8]1[C:9]([F:34])=[C:10]([CH:31]=[CH:32][CH:33]=1)[NH:11][C:12]1[C:21]2[C:16](=[CH:17][C:18]([O:29][CH3:30])=[C:19]([O:22][C@H:23]3[CH2:28][CH2:27][CH2:26][NH:25][CH2:24]3)[CH:20]=2)[N:15]=[CH:14][N:13]=1.C(N(C(C)C)CC)(C)C. (2) The reactants are: [CH3:1][C:2]1[C:6]([N+:7]([O-:9])=[O:8])=[CH:5][NH:4][N:3]=1.[C:10]([O:14][C:15]([N:17]1[CH2:21][CH2:20][CH:19](O)[CH2:18]1)=[O:16])([CH3:13])([CH3:12])[CH3:11].C1(P(C2C=CC=CC=2)C2C=CC=CC=2)C=CC=CC=1.N(C(OCC)=O)=NC(OCC)=O. Given the product [C:10]([O:14][C:15]([N:17]1[CH2:21][CH2:20][CH:19]([N:4]2[CH:5]=[C:6]([N+:7]([O-:9])=[O:8])[C:2]([CH3:1])=[N:3]2)[CH2:18]1)=[O:16])([CH3:13])([CH3:11])[CH3:12], predict the reactants needed to synthesize it. (3) The reactants are: [NH2:1][C:2]1[S:3][C:4]2[CH:10]=[C:9]([O:11][C:12]([F:15])([F:14])[F:13])[CH:8]=[CH:7][C:5]=2[N:6]=1.[ClH:16]. Given the product [ClH:16].[NH2:1][C:2]1[S:3][C:4]2[CH:10]=[C:9]([O:11][C:12]([F:15])([F:13])[F:14])[CH:8]=[CH:7][C:5]=2[N:6]=1, predict the reactants needed to synthesize it. (4) Given the product [Br:1][C:2]1[N:6]2[CH:7]([CH2:12][C:13]([OH:15])=[O:14])[CH2:8][NH:9][C:10](=[O:11])[C:5]2=[CH:4][C:3]=1[C:18]1[CH:23]=[CH:22][CH:21]=[C:20]([F:24])[CH:19]=1, predict the reactants needed to synthesize it. The reactants are: [Br:1][C:2]1[N:6]2[CH:7]([CH2:12][C:13]([O:15]CC)=[O:14])[CH2:8][NH:9][C:10](=[O:11])[C:5]2=[CH:4][C:3]=1[C:18]1[CH:23]=[CH:22][CH:21]=[C:20]([F:24])[CH:19]=1.[OH-].[Li+]. (5) Given the product [Br:1][C:2]1[C:14]2[C:13]3[C:8](=[CH:9][C:10]([CH:15]([CH3:17])[CH3:16])=[CH:11][CH:12]=3)[NH:7][C:6]=2[C:5]([C:19]([NH2:21])=[O:20])=[CH:4][CH:3]=1, predict the reactants needed to synthesize it. The reactants are: [Br:1][C:2]1[C:14]2[C:13]3[C:8](=[CH:9][C:10]([C:15](O)([CH3:17])[CH3:16])=[CH:11][CH:12]=3)[NH:7][C:6]=2[C:5]([C:19]([NH2:21])=[O:20])=[CH:4][CH:3]=1.C([SiH](CC)CC)C.C(O)(C(F)(F)F)=O. (6) Given the product [C:4]([NH:25][C@@H:24]1[C@@H:26]([OH:27])[C@H:28]([OH:29])[C@@H:30]([CH2:32][OH:33])[O:31][CH:22]1[OH:23])(=[O:3])[CH:5]([CH3:7])[OH:6], predict the reactants needed to synthesize it. The reactants are: [OH-].[Na+].[O:3]=[CH:4][C@@H:5]([C@H:7]([C@@H]([C@@H](CO)O)O)O)[OH:6].[Na+].[Cl-].C([C:22]1([O:31][C@H:30]([CH2:32][OH:33])[C@@H:28]([OH:29])[C@H:26]([OH:27])[C@H:24]1[NH2:25])[OH:23])(=O)C(C)O. (7) Given the product [CH2:35]([O:34][C:32]([CH2:31][C:28]1[CH:27]=[CH:26][C:25]([NH:24][C:1]([C:4]23[CH2:11][CH2:10][C:7]([NH:12][CH2:13][C:14]([N:16]4[CH2:20][C@@H:19]([F:21])[CH2:18][C@H:17]4[C:22]#[N:23])=[O:15])([CH2:8][CH2:9]2)[CH2:6][CH2:5]3)=[O:2])=[CH:30][CH:29]=1)=[O:33])[CH3:36], predict the reactants needed to synthesize it. The reactants are: [C:1]([C:4]12[CH2:11][CH2:10][C:7]([NH:12][CH2:13][C:14]([N:16]3[CH2:20][C@@H:19]([F:21])[CH2:18][C@H:17]3[C:22]#[N:23])=[O:15])([CH2:8][CH2:9]1)[CH2:6][CH2:5]2)(O)=[O:2].[NH2:24][C:25]1[CH:30]=[CH:29][C:28]([CH2:31][C:32]([O:34][CH2:35][CH3:36])=[O:33])=[CH:27][CH:26]=1.